This data is from NCI-60 drug combinations with 297,098 pairs across 59 cell lines. The task is: Regression. Given two drug SMILES strings and cell line genomic features, predict the synergy score measuring deviation from expected non-interaction effect. (1) Drug 1: CCC(=C(C1=CC=CC=C1)C2=CC=C(C=C2)OCCN(C)C)C3=CC=CC=C3.C(C(=O)O)C(CC(=O)O)(C(=O)O)O. Drug 2: CCCCC(=O)OCC(=O)C1(CC(C2=C(C1)C(=C3C(=C2O)C(=O)C4=C(C3=O)C=CC=C4OC)O)OC5CC(C(C(O5)C)O)NC(=O)C(F)(F)F)O. Cell line: DU-145. Synergy scores: CSS=57.4, Synergy_ZIP=4.31, Synergy_Bliss=4.45, Synergy_Loewe=0.0763, Synergy_HSA=6.49. (2) Drug 1: COC1=CC(=CC(=C1O)OC)C2C3C(COC3=O)C(C4=CC5=C(C=C24)OCO5)OC6C(C(C7C(O6)COC(O7)C8=CC=CS8)O)O. Drug 2: C1CC(C1)(C(=O)O)C(=O)O.[NH2-].[NH2-].[Pt+2]. Cell line: RPMI-8226. Synergy scores: CSS=74.3, Synergy_ZIP=0.857, Synergy_Bliss=-1.51, Synergy_Loewe=0.322, Synergy_HSA=4.02.